Dataset: Forward reaction prediction with 1.9M reactions from USPTO patents (1976-2016). Task: Predict the product of the given reaction. (1) Given the reactants [CH2:1]([N:3]1[C:9](=[O:10])[CH2:8][CH2:7][CH2:6][C:5]2[CH:11]=[CH:12][C:13]([N+:15]([O-])=O)=[CH:14][C:4]1=2)[CH3:2], predict the reaction product. The product is: [NH2:15][C:13]1[CH:12]=[CH:11][C:5]2[CH2:6][CH2:7][CH2:8][C:9](=[O:10])[N:3]([CH2:1][CH3:2])[C:4]=2[CH:14]=1. (2) Given the reactants [C:1]([C:5]1[N:10]=[C:9]([O:11][C:12]2[C:17]([CH3:18])=[CH:16][C:15]([CH3:19])=[CH:14][C:13]=2[CH3:20])[C:8]([C:21]#N)=[CH:7][CH:6]=1)([CH3:4])([CH3:3])[CH3:2].[OH-:23].[K+].CCO.[OH2:28], predict the reaction product. The product is: [C:1]([C:5]1[N:10]=[C:9]([O:11][C:12]2[C:17]([CH3:18])=[CH:16][C:15]([CH3:19])=[CH:14][C:13]=2[CH3:20])[C:8]([C:21]([OH:28])=[O:23])=[CH:7][CH:6]=1)([CH3:4])([CH3:3])[CH3:2]. (3) Given the reactants [CH3:1][NH:2][C:3]1[CH:8]=[CH:7][N:6]2[CH:9]=[C:10]([C:12]3[CH:17]=[CH:16][CH:15]=[CH:14][C:13]=3[OH:18])[N:11]=[C:5]2[CH:4]=1.[CH3:19]NC1C=CN=C(N)C=1.BrCC(C1C=C(C)C=CC=1O)=O, predict the reaction product. The product is: [CH3:19][C:16]1[CH:15]=[CH:14][C:13]([OH:18])=[C:12]([C:10]2[N:11]=[C:5]3[CH:4]=[C:3]([NH:2][CH3:1])[CH:8]=[CH:7][N:6]3[CH:9]=2)[CH:17]=1. (4) Given the reactants [H-].[H-].[H-].[H-].[Li+].[Al+3].[CH2:7]([O:9][C:10]1[CH:15]=[CH:14][C:13]([CH:16]=[C:17]([N+:20]([O-])=O)[CH2:18][CH3:19])=[CH:12][C:11]=1[O:23][CH2:24][CH3:25])[CH3:8].O.[OH-].[Na+], predict the reaction product. The product is: [CH2:24]([O:23][C:11]1[CH:12]=[C:13]([CH2:16][CH:17]([NH2:20])[CH2:18][CH3:19])[CH:14]=[CH:15][C:10]=1[O:9][CH2:7][CH3:8])[CH3:25].